This data is from Forward reaction prediction with 1.9M reactions from USPTO patents (1976-2016). The task is: Predict the product of the given reaction. (1) Given the reactants NC1C=CC=CC=1.Br[C:9]1[CH:10]=[N:11][C:12]2[C:17]([C:18]=1[OH:19])=[CH:16][CH:15]=[CH:14][CH:13]=2, predict the reaction product. The product is: [OH:19][C:18]1[C:17]2[C:12](=[CH:13][CH:14]=[CH:15][CH:16]=2)[N:11]=[CH:10][CH:9]=1. (2) Given the reactants [CH3:1][C:2]1[CH2:7][CH2:6][CH2:5][C:4]([CH3:9])([CH3:8])[C:3]=1/[CH:10]=[CH:11]/[C:12](/[CH3:22])=[CH:13]/[CH:14]=[CH:15]/[C:16](/[CH3:21])=[CH:17]\[C:18]([OH:20])=O.[NH2:23][C:24]1[CH:29]=[CH:28][N:27]=[CH:26][CH:25]=1.C1CCC(N=C=NC2CCCCC2)CC1, predict the reaction product. The product is: [CH3:21]/[C:16](/[CH:15]=[CH:14]/[CH:13]=[C:12](\[CH3:22])/[CH:11]=[CH:10]/[C:3]1[C:4]([CH3:8])([CH3:9])[CH2:5][CH2:6][CH2:7][C:2]=1[CH3:1])=[CH:17]/[C:18]([NH:23][C:24]1[CH:29]=[CH:28][N:27]=[CH:26][CH:25]=1)=[O:20]. (3) Given the reactants C([Sn](=O)CCCC)CCC.C[Si]([N:15]=[N+:16]=[N-:17])(C)C.[Cl:18][C:19]1[CH:24]=[CH:23][C:22]([C:25]2[N:26]=[C:27]([CH2:47][C:48]#[N:49])[C:28]([C:38]([NH:40][N:41]3[CH2:46][CH2:45][CH2:44][CH2:43][CH2:42]3)=[O:39])=[N:29][C:30]=2[C:31]2[CH:36]=[CH:35][C:34]([Cl:37])=[CH:33][CH:32]=2)=[CH:21][CH:20]=1, predict the reaction product. The product is: [Cl:18][C:19]1[CH:24]=[CH:23][C:22]([C:25]2[N:26]=[C:27]([CH2:47][C:48]3[N:15]=[N:16][NH:17][N:49]=3)[C:28]([C:38]([NH:40][N:41]3[CH2:46][CH2:45][CH2:44][CH2:43][CH2:42]3)=[O:39])=[N:29][C:30]=2[C:31]2[CH:32]=[CH:33][C:34]([Cl:37])=[CH:35][CH:36]=2)=[CH:21][CH:20]=1. (4) Given the reactants [F:1][C:2]([F:15])([F:14])[O:3][C:4]1[CH:9]=[CH:8][C:7]([CH:10]([NH2:13])[CH2:11][CH3:12])=[CH:6][CH:5]=1.C(OCC)(=O)C.[ClH:22].C(OCC)(=O)C, predict the reaction product. The product is: [ClH:22].[F:1][C:2]([F:14])([F:15])[O:3][C:4]1[CH:5]=[CH:6][C:7]([CH:10]([NH2:13])[CH2:11][CH3:12])=[CH:8][CH:9]=1. (5) Given the reactants [C:1]([O:5][C:6]([NH:8][CH2:9][CH:10]([OH:13])[CH2:11]I)=[O:7])([CH3:4])([CH3:3])[CH3:2].[C:14]([O-:17])(=[S:16])[CH3:15].[K+], predict the reaction product. The product is: [C:14]([S:16][CH2:11][CH:10]([OH:13])[CH2:9][NH:8][C:6]([O:5][C:1]([CH3:4])([CH3:3])[CH3:2])=[O:7])(=[O:17])[CH3:15].